This data is from Catalyst prediction with 721,799 reactions and 888 catalyst types from USPTO. The task is: Predict which catalyst facilitates the given reaction. (1) Reactant: [CH3:1][C:2]1[C:3](B(O)O)=[C:4]2[C:9](=[CH:10][CH:11]=1)[N:8]=[CH:7][CH:6]=[CH:5]2.[CH3:15][C:16]1[C:20]([C:21]2[CH:26]=[C:25]([NH2:27])[C:24]([NH2:28])=[C:23](I)[CH:22]=2)=[C:19]([CH3:30])[O:18][N:17]=1.C(=O)([O-])[O-].[Cs+].[Cs+]. Product: [CH3:15][C:16]1[C:20]([C:21]2[CH:26]=[C:25]([NH2:27])[C:24]([NH2:28])=[C:23]([C:3]3[C:2]([CH3:1])=[CH:11][CH:10]=[C:9]4[C:4]=3[CH:5]=[CH:6][CH:7]=[N:8]4)[CH:22]=2)=[C:19]([CH3:30])[O:18][N:17]=1. The catalyst class is: 149. (2) Reactant: S(Cl)(Cl)=O.CC1C=CC=CC=1OCC(O)=O.CC1C=CC=CC=1OCC(Cl)=O.[CH3:29][O:30][C:31]1[CH:32]=[C:33]2[C:38](=[CH:39][C:40]=1[O:41][CH3:42])[N:37]=[CH:36][N:35]=[C:34]2[O:43][C:44]1[CH:50]=[CH:49][C:47]([NH2:48])=[CH:46][CH:45]=1.[CH3:51][C:52]1[CH:64]=[CH:63][CH:62]=[CH:61][C:53]=1[O:54][CH2:55][C:56]([N:58]=[C:59]=[S:60])=[O:57]. Product: [CH3:29][O:30][C:31]1[CH:32]=[C:33]2[C:38](=[CH:39][C:40]=1[O:41][CH3:42])[N:37]=[CH:36][N:35]=[C:34]2[O:43][C:44]1[CH:50]=[CH:49][C:47]([NH:48][C:59]([NH:58][C:56](=[O:57])[CH2:55][O:54][C:53]2[CH:61]=[CH:62][CH:63]=[CH:64][C:52]=2[CH3:51])=[S:60])=[CH:46][CH:45]=1. The catalyst class is: 234.